From a dataset of Forward reaction prediction with 1.9M reactions from USPTO patents (1976-2016). Predict the product of the given reaction. (1) Given the reactants [CH3:1][O:2][C:3]1[CH:23]=[CH:22][C:6]([CH2:7][N:8]2[CH:12]=[C:11]3[C:13](=O)[CH:14](Br)[CH2:15][O:16][C:17]([CH3:19])([CH3:18])[C:10]3=[N:9]2)=[CH:5][CH:4]=1.[CH3:24][C:25]1[CH:30]=[CH:29][N:28]=[C:27]([NH:31][C:32]([NH2:34])=[S:33])[N:26]=1, predict the reaction product. The product is: [CH3:1][O:2][C:3]1[CH:23]=[CH:22][C:6]([CH2:7][N:8]2[CH:12]=[C:11]3[C:10]([C:17]([CH3:19])([CH3:18])[O:16][CH2:15][C:14]4[S:33][C:32]([NH:31][C:27]5[N:26]=[C:25]([CH3:24])[CH:30]=[CH:29][N:28]=5)=[N:34][C:13]=43)=[N:9]2)=[CH:5][CH:4]=1. (2) Given the reactants [NH2:1][C:2]1[CH:3]=[C:4]([S:9]([N:12]2[CH2:16][CH2:15][CH2:14][C@@H:13]2[CH2:17][CH2:18][OH:19])(=[O:11])=[O:10])[CH:5]=[CH:6][C:7]=1[CH3:8].[N:20]([O-])=O.[Na+].[OH-].[Na+], predict the reaction product. The product is: [NH:1]1[C:2]2[C:7](=[CH:6][CH:5]=[C:4]([S:9]([N:12]3[CH2:16][CH2:15][CH2:14][C@@H:13]3[CH2:17][CH2:18][OH:19])(=[O:11])=[O:10])[CH:3]=2)[CH:8]=[N:20]1. (3) Given the reactants [F:1][C:2]1[CH:7]=[C:6]([F:8])[CH:5]=[CH:4][C:3]=1[N:9]([CH3:28])[C:10]([C:12]1[S:24][C:23]2[C:22]3[CH:21]=[C:20]([C:25](O)=O)[CH:19]=[CH:18][C:17]=3[O:16][CH2:15][C:14]=2[CH:13]=1)=[O:11].[CH3:29][N:30]1[CH2:35][CH2:34][NH:33][CH2:32][CH2:31]1, predict the reaction product. The product is: [F:1][C:2]1[CH:7]=[C:6]([F:8])[CH:5]=[CH:4][C:3]=1[N:9]([CH3:28])[C:10]([C:12]1[S:24][C:23]2[C:22]3[CH:21]=[C:20]([CH2:25][N:33]4[CH2:34][CH2:35][N:30]([CH3:29])[CH2:31][CH2:32]4)[CH:19]=[CH:18][C:17]=3[O:16][CH2:15][C:14]=2[CH:13]=1)=[O:11]. (4) Given the reactants C(N(CC)C(C)C)(C)C.[Cl:10][C:11]1[CH:33]=[CH:32][C:14]([CH2:15][NH:16][C:17]([C:19]2[C:20](=[O:31])[C:21]3[CH:28]=[C:27]([CH2:29]Cl)[O:26][C:22]=3[N:23]([CH3:25])[CH:24]=2)=[O:18])=[CH:13][CH:12]=1.[CH3:34][NH:35][CH2:36][CH:37]([C:39]1[N:40]([CH3:44])[CH:41]=[CH:42][CH:43]=1)[OH:38].O, predict the reaction product. The product is: [Cl:10][C:11]1[CH:33]=[CH:32][C:14]([CH2:15][NH:16][C:17]([C:19]2[C:20](=[O:31])[C:21]3[CH:28]=[C:27]([CH2:29][N:35]([CH2:36][CH:37]([OH:38])[C:39]4[N:40]([CH3:44])[CH:41]=[CH:42][CH:43]=4)[CH3:34])[O:26][C:22]=3[N:23]([CH3:25])[CH:24]=2)=[O:18])=[CH:13][CH:12]=1. (5) Given the reactants [ClH:1].Cl.[CH3:3][C@H:4]1[NH:9][CH2:8][CH2:7][N:6]([CH2:10][C@@H:11]([C:23]2([OH:29])[CH2:28][CH2:27][CH2:26][CH2:25][CH2:24]2)[C:12]2[CH:17]=[CH:16][CH:15]=[C:14]([O:18][C:19]([F:22])([F:21])[F:20])[CH:13]=2)[CH2:5]1.[CH3:30]O, predict the reaction product. The product is: [ClH:1].[ClH:1].[CH3:3][C@H:4]1[N:9]([CH3:30])[CH2:8][CH2:7][N:6]([CH2:10][C@@H:11]([C:23]2([OH:29])[CH2:28][CH2:27][CH2:26][CH2:25][CH2:24]2)[C:12]2[CH:17]=[CH:16][CH:15]=[C:14]([O:18][C:19]([F:22])([F:21])[F:20])[CH:13]=2)[CH2:5]1. (6) Given the reactants [F:1][C:2]1[CH:7]=[CH:6][CH:5]=[C:4]([OH:8])[C:3]=1[CH:9]1[N:13]([CH2:14][C:15]2[CH:20]=[CH:19][C:18]([O:21][C:22]([F:25])([F:24])[F:23])=[CH:17][CH:16]=2)[C:12](=[O:26])[CH:11]([CH3:27])[CH2:10]1.I[CH2:29][CH2:30][CH3:31].C(=O)([O-])[O-].[K+].[K+].C(=O)([O-])[O-].[Cs+].[Cs+], predict the reaction product. The product is: [F:1][C:2]1[CH:7]=[CH:6][CH:5]=[C:4]([O:8][CH2:29][CH2:30][CH3:31])[C:3]=1[CH:9]1[N:13]([CH2:14][C:15]2[CH:20]=[CH:19][C:18]([O:21][C:22]([F:23])([F:24])[F:25])=[CH:17][CH:16]=2)[C:12](=[O:26])[CH:11]([CH3:27])[CH2:10]1. (7) The product is: [CH2:14]([C:5]1[N:4]([CH3:9])[C:3](=[O:10])[C:2]([Br:1])=[CH:7][N:6]=1)[C:15]1[CH:20]=[CH:19][CH:18]=[CH:17][CH:16]=1. Given the reactants [Br:1][C:2]1[C:3](=[O:10])[N:4]([CH3:9])[C:5](Cl)=[N:6][CH:7]=1.N#N.[Br-].[CH2:14]([Zn+])[C:15]1[CH:20]=[CH:19][CH:18]=[CH:17][CH:16]=1, predict the reaction product. (8) Given the reactants [NH:1]1[CH2:4][CH:3]([C:5]([OH:7])=[O:6])[CH2:2]1.C(O)(=O)C.[CH:12]([C:14]1[CH:19]=[CH:18][C:17]([NH:20][C:21](=[O:30])[O:22][CH2:23][C:24]2[CH:29]=[CH:28][CH:27]=[CH:26][CH:25]=2)=[CH:16][CH:15]=1)=O.C([BH3-])#N, predict the reaction product. The product is: [CH2:23]([O:22][C:21]([NH:20][C:17]1[CH:16]=[CH:15][C:14]([CH2:12][N:1]2[CH2:4][CH:3]([C:5]([OH:7])=[O:6])[CH2:2]2)=[CH:19][CH:18]=1)=[O:30])[C:24]1[CH:25]=[CH:26][CH:27]=[CH:28][CH:29]=1. (9) Given the reactants [CH2:1]([O:3][C:4](=[O:25])[C:5]1[CH:10]=[CH:9][CH:8]=[C:7]([S:11][C:12]2[C:20]3[C:15](=[C:16](F)[C:17]([Cl:21])=[CH:18][CH:19]=3)[NH:14][C:13]=2[CH3:23])[C:6]=1[F:24])[CH3:2].Br[C:27]1[CH:28]=[N:29][N:30]([CH2:32][CH3:33])[CH:31]=1, predict the reaction product. The product is: [CH2:1]([O:3][C:4](=[O:25])[C:5]1[CH:10]=[CH:9][CH:8]=[C:7]([S:11][C:12]2[C:20]3[C:15](=[CH:16][C:17]([Cl:21])=[CH:18][CH:19]=3)[N:14]([C:27]3[CH:28]=[N:29][N:30]([CH2:32][CH3:33])[CH:31]=3)[C:13]=2[CH3:23])[C:6]=1[F:24])[CH3:2]. (10) Given the reactants [CH:1]([C:4]1[C:8]([CH:9]=O)=[CH:7][N:6]([C:11]2[CH:16]=[CH:15][N:14]=[C:13]([NH:17][C:18]3[CH:23]=[C:22]([N+:24]([O-])=O)[C:21]([N:27]([CH2:29][CH2:30][O:31][CH3:32])[CH3:28])=[CH:20][C:19]=3[O:33][CH3:34])[N:12]=2)[N:5]=1)([CH3:3])[CH3:2].[CH3:35][NH:36][CH3:37], predict the reaction product. The product is: [CH3:35][N:36]([CH2:9][C:8]1[C:4]([CH:1]([CH3:2])[CH3:3])=[N:5][N:6]([C:11]2[CH:16]=[CH:15][N:14]=[C:13]([NH:17][C:18]3[C:19]([O:33][CH3:34])=[CH:20][C:21]([N:27]([CH2:29][CH2:30][O:31][CH3:32])[CH3:28])=[C:22]([NH:24][C:19](=[O:33])[CH:18]=[CH2:23])[CH:23]=3)[N:12]=2)[CH:7]=1)[CH3:37].